Dataset: Forward reaction prediction with 1.9M reactions from USPTO patents (1976-2016). Task: Predict the product of the given reaction. (1) Given the reactants C1(P(C2CCCCC2)C2C=CC=CC=2C2C=CC=CC=2)CCCCC1.[CH3:26][C:27]1[N:31]=[C:30]([C:32]2[CH:37]=[CH:36][C:35]([NH2:38])=[CH:34][CH:33]=2)[S:29][N:28]=1.Cl[C:40]1[N:45]=[C:44]([C:46]([OH:49])([CH3:48])[CH3:47])[CH:43]=[C:42]([C:50]2[CH:55]=[CH:54][C:53]([C:56]([F:59])([F:58])[F:57])=[CH:52][CH:51]=2)[N:41]=1.O, predict the reaction product. The product is: [CH3:26][C:27]1[N:31]=[C:30]([C:32]2[CH:37]=[CH:36][C:35]([NH:38][C:40]3[N:45]=[C:44]([C:46]([OH:49])([CH3:48])[CH3:47])[CH:43]=[C:42]([C:50]4[CH:55]=[CH:54][C:53]([C:56]([F:59])([F:57])[F:58])=[CH:52][CH:51]=4)[N:41]=3)=[CH:34][CH:33]=2)[S:29][N:28]=1. (2) Given the reactants [CH3:1][C:2]1[N:3]=[C:4]([C:9]2[CH:10]=[N:11][C:12]([C:15]([F:18])([F:17])[F:16])=[CH:13][CH:14]=2)[S:5][C:6]=1[CH:7]=[O:8].CC1N=C(C2C=N[C:30]([C:33](F)([F:35])[F:34])=[CH:31]C=2)SC=1CO.BrC(F)(F)C=C.[In], predict the reaction product. The product is: [F:34][C:33]([F:35])([CH:30]=[CH2:31])[CH:7]([C:6]1[S:5][C:4]([C:9]2[CH:10]=[N:11][C:12]([C:15]([F:18])([F:16])[F:17])=[CH:13][CH:14]=2)=[N:3][C:2]=1[CH3:1])[OH:8]. (3) Given the reactants [O-2:1].[In+3:2].[O-2].[O-2].[In+3].[Sn:6]=O.[O-2].[Zn+2:9], predict the reaction product. The product is: [O-2:1].[In+3:2].[O-2:1].[O-2:1].[In+3:2].[Sn:6]=[O:1].[O-2:1].[Zn+2:9]. (4) Given the reactants O=[C:2]1[CH2:7][CH2:6][N:5]([C:8]([O:10][C:11]([CH3:14])([CH3:13])[CH3:12])=[O:9])[CH2:4][CH2:3]1.O1CCC[CH2:16]1, predict the reaction product. The product is: [CH2:16]=[C:2]1[CH2:7][CH2:6][N:5]([C:8]([O:10][C:11]([CH3:14])([CH3:13])[CH3:12])=[O:9])[CH2:4][CH2:3]1. (5) Given the reactants C(OC([N:11]1[CH2:16][CH2:15][CH:14]([CH2:17][CH2:18][C@H:19]([NH:30][C:31](=[O:46])[C:32]2[CH:37]=[CH:36][C:35]([C:38]([N:40]3[CH2:44][CH2:43][CH2:42][CH2:41]3)=[O:39])=[C:34]([CH3:45])[CH:33]=2)[C:20]2[NH:24][C:23]3[CH:25]=[CH:26][C:27]([Cl:29])=[CH:28][C:22]=3[N:21]=2)[CH2:13][CH2:12]1)=O)C1C=CC=CC=1.I[Si](C)(C)C.ClCCl.C(O)C.ClCl, predict the reaction product. The product is: [Cl:29][C:27]1[CH:26]=[CH:25][C:23]2[NH:24][C:20]([C@@H:19]([NH:30][C:31](=[O:46])[C:32]3[CH:37]=[CH:36][C:35]([C:38]([N:40]4[CH2:44][CH2:43][CH2:42][CH2:41]4)=[O:39])=[C:34]([CH3:45])[CH:33]=3)[CH2:18][CH2:17][CH:14]3[CH2:13][CH2:12][NH:11][CH2:16][CH2:15]3)=[N:21][C:22]=2[CH:28]=1. (6) Given the reactants Br[C:2]1[N:7]=[C:6]([CH:8]=[O:9])[CH:5]=[CH:4][C:3]=1[O:10][CH2:11][CH2:12][O:13][Si:14]([C:17]([CH3:20])([CH3:19])[CH3:18])([CH3:16])[CH3:15].[CH3:21][S:22]([C:25]1[CH:30]=[CH:29][CH:28]=[CH:27][C:26]=1B(O)O)(=[O:24])=[O:23].C([O-])([O-])=O.[Na+].[Na+], predict the reaction product. The product is: [C:17]([Si:14]([CH3:16])([CH3:15])[O:13][CH2:12][CH2:11][O:10][C:3]1[CH:4]=[CH:5][C:6]([CH:8]=[O:9])=[N:7][C:2]=1[C:26]1[CH:27]=[CH:28][CH:29]=[CH:30][C:25]=1[S:22]([CH3:21])(=[O:24])=[O:23])([CH3:20])([CH3:19])[CH3:18]. (7) The product is: [OH:4][CH2:5][C:7]1[N:12]=[C:11]([N:13]2[CH2:17][CH2:16][CH2:15][CH:14]2[C:18]2[O:22][N:21]=[C:20]([C:23]3[CH:28]=[CH:27][CH:26]=[CH:25][N:24]=3)[CH:19]=2)[N:10]=[C:9]([NH:29][C:30]2[CH:34]=[C:33]([CH3:35])[NH:32][N:31]=2)[CH:8]=1. Given the reactants [BH4-].[Li+].C[O:4][C:5]([C:7]1[N:12]=[C:11]([N:13]2[CH2:17][CH2:16][CH2:15][CH:14]2[C:18]2[O:22][N:21]=[C:20]([C:23]3[CH:28]=[CH:27][CH:26]=[CH:25][N:24]=3)[CH:19]=2)[N:10]=[C:9]([NH:29][C:30]2[CH:34]=[C:33]([CH3:35])[NH:32][N:31]=2)[CH:8]=1)=O.CO.Cl, predict the reaction product.